From a dataset of Reaction yield outcomes from USPTO patents with 853,638 reactions. Predict the reaction yield, written as a fraction of the theoretical maximum amount of product (1.0 means a 100% yield; for example, 0.34 means a 34% yield). (1) The reactants are [CH2:1]([O:8][C:9]1[CH:14]=[CH:13][NH:12][C:11](=[O:15])[CH:10]=1)[C:2]1[CH:7]=[CH:6][CH:5]=[CH:4][CH:3]=1.Br[C:17]1[S:18][C:19]([C:23]([NH:25][CH2:26][C:27]2[CH:32]=[CH:31][C:30]([F:33])=[C:29]([F:34])[CH:28]=2)=[O:24])=[C:20]([CH3:22])[N:21]=1. No catalyst specified. The product is [CH2:1]([O:8][C:9]1[CH:14]=[CH:13][N:12]([C:17]2[S:18][C:19]([C:23]([NH:25][CH2:26][C:27]3[CH:32]=[CH:31][C:30]([F:33])=[C:29]([F:34])[CH:28]=3)=[O:24])=[C:20]([CH3:22])[N:21]=2)[C:11](=[O:15])[CH:10]=1)[C:2]1[CH:3]=[CH:4][CH:5]=[CH:6][CH:7]=1. The yield is 0.850. (2) The reactants are [CH3:1][O:2][C:3](=[O:24])[CH2:4][C:5]1[CH:10]=[C:9]([Br:11])[C:8]([O:12][C:13]2[CH:18]=[CH:17][C:16]([OH:19])=[C:15]([CH:20]([CH3:22])[CH3:21])[CH:14]=2)=[C:7]([Br:23])[CH:6]=1.C(N(CCCCCCCC)CCCCCCCC)CCCCCCC.[CH2:50]=[O:51]. The catalyst is Cl[Sn](Cl)(Cl)Cl.C1(C)C=CC=CC=1. The product is [CH3:1][O:2][C:3](=[O:24])[CH2:4][C:5]1[CH:10]=[C:9]([Br:11])[C:8]([O:12][C:13]2[CH:14]=[C:15]([CH:20]([CH3:22])[CH3:21])[C:16]([OH:19])=[C:17]([CH:50]=[O:51])[CH:18]=2)=[C:7]([Br:23])[CH:6]=1. The yield is 0.510. (3) The reactants are [H-].[Na+].[I-].[CH3:4][S+](C)C.[Cl:8][C:9]1[CH:14]=[C:13]([O:15][C:16]2[CH:21]=[CH:20][C:19]([Cl:22])=[CH:18][CH:17]=2)[CH:12]=[CH:11][C:10]=1[C:23](=[O:26])[CH2:24][CH3:25]. The catalyst is C1COCC1.CS(C)=O. The product is [Cl:8][C:9]1[CH:14]=[C:13]([O:15][C:16]2[CH:21]=[CH:20][C:19]([Cl:22])=[CH:18][CH:17]=2)[CH:12]=[CH:11][C:10]=1[C:23]1([CH2:24][CH3:25])[CH2:4][O:26]1. The yield is 0.970. (4) The reactants are [NH2:1][C@@H:2]([CH2:10][C:11]1[CH:16]=[CH:15][C:14]([O:17][CH2:18][C:19]#[CH:20])=[CH:13][CH:12]=1)[C:3]([NH:5][S:6]([CH3:9])(=[O:8])=[O:7])=[O:4].[C:21](=[O:24])([O-])[O-:22].[Na+].[Na+].C(ON1C(=O)CCC1=O)(OC[CH:31]1[C:43]2[C:38](=[CH:39][CH:40]=[CH:41][CH:42]=2)[C:37]2[C:32]1=[CH:33][CH:34]=[CH:35][CH:36]=2)=O.Cl.[CH2:53]1COCC1.O. No catalyst specified. The product is [CH:33]1[C:32]2[CH:31]([O:22][C:21](=[O:24])[N:1]([CH3:53])[C@@H:2]([CH2:10][C:11]3[CH:12]=[CH:13][C:14]([O:17][CH2:18][C:19]#[CH:20])=[CH:15][CH:16]=3)[C:3]([NH:5][S:6]([CH3:9])(=[O:8])=[O:7])=[O:4])[C:43]3[C:38](=[CH:39][CH:40]=[CH:41][CH:42]=3)[C:37]=2[CH:36]=[CH:35][CH:34]=1. The yield is 0.640. (5) The reactants are [NH:1]([C:36]([O:38][C:39]([CH3:42])([CH3:41])[CH3:40])=[O:37])[C@@H:2]([C:10]([NH:12][C@H:13]([C:18]([N:20]1[CH2:35][CH2:34][CH2:33][CH2:32][CH:21]1[C:22]([O:24]CC1C=CC=CC=1)=[O:23])=[O:19])[C@H:14]([CH2:16][CH3:17])[CH3:15])=[O:11])[CH2:3][CH:4]1[CH2:9][CH2:8][CH2:7][CH2:6][CH2:5]1. The catalyst is CO.[Pd]. The product is [NH:1]([C:36]([O:38][C:39]([CH3:41])([CH3:40])[CH3:42])=[O:37])[C@@H:2]([C:10]([NH:12][C@H:13]([C:18]([N:20]1[CH2:35][CH2:34][CH2:33][CH2:32][CH:21]1[C:22]([OH:24])=[O:23])=[O:19])[C@H:14]([CH2:16][CH3:17])[CH3:15])=[O:11])[CH2:3][CH:4]1[CH2:9][CH2:8][CH2:7][CH2:6][CH2:5]1. The yield is 0.970.